From a dataset of Reaction yield outcomes from USPTO patents with 853,638 reactions. Predict the reaction yield, written as a fraction of the theoretical maximum amount of product (1.0 means a 100% yield; for example, 0.34 means a 34% yield). (1) The reactants are [C:1]1(=O)[CH2:5][CH2:4][CH2:3][CH2:2]1.[NH2:7][CH2:8][C:9]1[C:14]([Cl:15])=[CH:13][CH:12]=[C:11]2[N:16]([C:31]3[C:32]4[C@H:39]([CH3:40])[CH2:38][CH2:37][C:33]=4[N:34]=[CH:35][N:36]=3)[CH2:17][C:18]3([CH2:23][CH2:22][N:21]([C:24]([O:26][C:27]([CH3:30])([CH3:29])[CH3:28])=[O:25])[CH2:20][CH2:19]3)[C:10]=12.[BH-](OC(C)=O)(OC(C)=O)OC(C)=O.[Na+]. The catalyst is ClCCCl.C(Cl)Cl. The product is [Cl:15][C:14]1[C:9]([CH2:8][NH:7][CH:1]2[CH2:5][CH2:4][CH2:3][CH2:2]2)=[C:10]2[C:18]3([CH2:23][CH2:22][N:21]([C:24]([O:26][C:27]([CH3:30])([CH3:29])[CH3:28])=[O:25])[CH2:20][CH2:19]3)[CH2:17][N:16]([C:31]3[C:32]4[C@H:39]([CH3:40])[CH2:38][CH2:37][C:33]=4[N:34]=[CH:35][N:36]=3)[C:11]2=[CH:12][CH:13]=1. The yield is 0.540. (2) The reactants are [CH3:1][O:2][CH2:3][CH2:4][O:5][C:6]1[CH:24]=[CH:23][C:9]([CH:10]=NNS(C2C=CC(C)=CC=2)(=O)=O)=[CH:8][CH:7]=1.C(=O)([O-])[O-].[K+].[K+].[Cl:31][C:32]1[N:37]=[CH:36][C:35](B(O)O)=[CH:34][N:33]=1. The catalyst is O1CCOCC1.O. The product is [Cl:31][C:32]1[N:37]=[CH:36][C:35]([CH2:10][C:9]2[CH:8]=[CH:7][C:6]([O:5][CH2:4][CH2:3][O:2][CH3:1])=[CH:24][CH:23]=2)=[CH:34][N:33]=1. The yield is 0.170. (3) The reactants are [ClH:1].[OH:2][C@H:3]1[CH2:7][NH:6][C@H:5]([C:8]([NH:10][CH2:11][C:12]2[CH:17]=[CH:16][C:15]([C:18]3[S:22][CH:21]=[N:20][C:19]=3[CH3:23])=[CH:14][CH:13]=2)=[O:9])[CH2:4]1.C(OC([NH:31][C@@H:32]([C:36]([CH3:39])([CH3:38])[CH3:37])[C:33](O)=[O:34])=O)(C)(C)C.CCN(C(C)C)C(C)C.CN(C(ON1N=NC2C=CC=NC1=2)=[N+](C)C)C.F[P-](F)(F)(F)(F)F.O1CCOCC1. The catalyst is CN(C=O)C.ClCCl.CO. The product is [ClH:1].[NH2:31][C@@H:32]([C:36]([CH3:39])([CH3:38])[CH3:37])[C:33]([N:6]1[CH2:7][C@H:3]([OH:2])[CH2:4][C@H:5]1[C:8]([NH:10][CH2:11][C:12]1[CH:13]=[CH:14][C:15]([C:18]2[S:22][CH:21]=[N:20][C:19]=2[CH3:23])=[CH:16][CH:17]=1)=[O:9])=[O:34]. The yield is 0.820. (4) The reactants are [N+:1]([C:4]1[CH:5]=[CH:6][C:7]2[O:12][C@@:11]([CH3:18])([CH:13]([O:16][CH3:17])[O:14][CH3:15])[C@H:10]([OH:19])[C@@H:9]([N:20]([C:28]3[CH:33]=[CH:32][C:31]([Cl:34])=[CH:30][CH:29]=3)[CH2:21][C:22]3[N:23]=[N:24][N:25]([CH3:27])[N:26]=3)[C:8]=2[CH:35]=1)([O-])=O.[BH4-].[Na+].C(OCC)(=O)C. The catalyst is CO.CC([O-])=O.CC([O-])=O.[Cu+2]. The product is [NH2:1][C:4]1[CH:5]=[CH:6][C:7]2[O:12][C@@:11]([CH3:18])([CH:13]([O:14][CH3:15])[O:16][CH3:17])[C@H:10]([OH:19])[C@@H:9]([N:20]([C:28]3[CH:29]=[CH:30][C:31]([Cl:34])=[CH:32][CH:33]=3)[CH2:21][C:22]3[N:23]=[N:24][N:25]([CH3:27])[N:26]=3)[C:8]=2[CH:35]=1. The yield is 0.630. (5) The reactants are [C:1]([O:5][C@@H:6]([C:11]1[C:40]([CH3:41])=[C:39]([CH3:42])[C:38]2=[N:43][C:35]3=[CH:36][N:37]2[C:12]=1[N:13]1[CH2:52][CH2:51][C:16]([CH3:53])([O:17][CH2:18][CH2:19][CH2:20][CH2:21][C@H:22]([CH3:50])[O:23][C:24]2[CH:25]=[CH:26][C:27]([O:45][C:46]([F:49])([F:48])[F:47])=[CH:28][C:29]=2[C:30]2[CH:44]=[C:34]3[CH:33]=[CH:32][CH:31]=2)[CH2:15][CH2:14]1)[C:7]([O:9]C)=[O:8])([CH3:4])([CH3:3])[CH3:2].C(O[C@@H](C1C(C)=CC2=NC3=C(Cl)N2C=1N1CCC(C)(OCCCC[C@H](C)OC2C=CC(C)=CC=2C2C=C3C=CC=2)CC1)C(O)=O)(C)(C)C. No catalyst specified. The product is [C:1]([O:5][C@@H:6]([C:11]1[C:40]([CH3:41])=[C:39]([CH3:42])[C:38]2=[N:43][C:35]3=[CH:36][N:37]2[C:12]=1[N:13]1[CH2:14][CH2:15][C:16]([CH3:53])([O:17][CH2:18][CH2:19][CH2:20][CH2:21][C@H:22]([CH3:50])[O:23][C:24]2[CH:25]=[CH:26][C:27]([O:45][C:46]([F:48])([F:49])[F:47])=[CH:28][C:29]=2[C:30]2[CH:44]=[C:34]3[CH:33]=[CH:32][CH:31]=2)[CH2:51][CH2:52]1)[C:7]([OH:9])=[O:8])([CH3:4])([CH3:2])[CH3:3]. The yield is 0.150. (6) The yield is 0.970. The catalyst is CN(C)C=O. The reactants are Br[CH2:2][C:3]1[N:4]=[N:5][C:6]([C:9]2[CH:14]=[CH:13][CH:12]=[CH:11][CH:10]=2)=[CH:7][CH:8]=1.[NH:15]([C:23]([O:25][C:26]([CH3:29])([CH3:28])[CH3:27])=[O:24])[C:16]([O:18][C:19]([CH3:22])([CH3:21])[CH3:20])=[O:17].C(=O)([O-])[O-].[K+].[K+].O. The product is [C:26]([O:25][C:23]([N:15]([CH2:2][C:3]1[N:4]=[N:5][C:6]([C:9]2[CH:14]=[CH:13][CH:12]=[CH:11][CH:10]=2)=[CH:7][CH:8]=1)[C:16]([O:18][C:19]([CH3:22])([CH3:21])[CH3:20])=[O:17])=[O:24])([CH3:29])([CH3:28])[CH3:27]. (7) The reactants are [CH2:1]([N:8]([CH2:25][C:26]1[CH:31]=[CH:30][C:29]([O:32][C:33]2[CH:38]=[CH:37][CH:36]=[C:35](O)[CH:34]=2)=[CH:28][CH:27]=1)[C:9]1[C:10]([CH3:24])=[C:11]([N:15](S(C)(=O)=O)[S:16]([CH3:19])(=[O:18])=[O:17])[CH:12]=[CH:13][CH:14]=1)[C:2]1[CH:7]=[CH:6][CH:5]=[CH:4][CH:3]=1.[N:40]1[CH:45]=[CH:44][CH:43]=[C:42]([CH2:46][CH2:47][OH:48])[CH:41]=1.C1C=CC(P(C2C=CC=CC=2)C2C=CC=CC=2)=CC=1.C1C=CC(COC(/N=N/C(OCC2C=CC=CC=2)=O)=O)=CC=1.C([O-])([O-])=O.[K+].[K+]. The catalyst is C1COCC1. The product is [CH2:1]([N:8]([CH2:25][C:26]1[CH:27]=[CH:28][C:29]([O:32][C:33]2[CH:38]=[CH:37][CH:36]=[C:35]([O:48][CH2:47][CH2:46][C:42]3[CH:41]=[N:40][CH:45]=[CH:44][CH:43]=3)[CH:34]=2)=[CH:30][CH:31]=1)[C:9]1[C:10]([CH3:24])=[C:11]([NH:15][S:16]([CH3:19])(=[O:18])=[O:17])[CH:12]=[CH:13][CH:14]=1)[C:2]1[CH:3]=[CH:4][CH:5]=[CH:6][CH:7]=1. The yield is 0.510. (8) The reactants are S([N:11]1[C:19]2[C:14](=[CH:15][CH:16]=[CH:17][CH:18]=2)[C:13]([CH2:20][N:21]2[CH2:26][CH2:25][CH2:24][C:23]3([CH2:31][CH2:30][NH:29][CH2:28][CH2:27]3)[C:22]2=[O:32])=[CH:12]1)(C1C=CC(C)=CC=1)(=O)=O.C([O-])([O-])=O.[Cs+].[Cs+]. The catalyst is CO.O. The product is [NH:11]1[C:19]2[C:14](=[CH:15][CH:16]=[CH:17][CH:18]=2)[C:13]([CH2:20][N:21]2[CH2:26][CH2:25][CH2:24][C:23]3([CH2:31][CH2:30][NH:29][CH2:28][CH2:27]3)[C:22]2=[O:32])=[CH:12]1. The yield is 0.990.